Dataset: NCI-60 drug combinations with 297,098 pairs across 59 cell lines. Task: Regression. Given two drug SMILES strings and cell line genomic features, predict the synergy score measuring deviation from expected non-interaction effect. (1) Drug 1: C#CCC(CC1=CN=C2C(=N1)C(=NC(=N2)N)N)C3=CC=C(C=C3)C(=O)NC(CCC(=O)O)C(=O)O. Drug 2: COC1=C2C(=CC3=C1OC=C3)C=CC(=O)O2. Cell line: SW-620. Synergy scores: CSS=-6.01, Synergy_ZIP=2.43, Synergy_Bliss=-0.797, Synergy_Loewe=-4.24, Synergy_HSA=-5.28. (2) Drug 1: C1=CC(=CC=C1CC(C(=O)O)N)N(CCCl)CCCl.Cl. Drug 2: C(=O)(N)NO. Cell line: OVCAR-4. Synergy scores: CSS=-0.928, Synergy_ZIP=3.36, Synergy_Bliss=3.68, Synergy_Loewe=-3.36, Synergy_HSA=-1.98. (3) Drug 1: CC(C1=C(C=CC(=C1Cl)F)Cl)OC2=C(N=CC(=C2)C3=CN(N=C3)C4CCNCC4)N. Drug 2: CC(C)(C#N)C1=CC(=CC(=C1)CN2C=NC=N2)C(C)(C)C#N. Cell line: KM12. Synergy scores: CSS=20.8, Synergy_ZIP=-1.68, Synergy_Bliss=-2.42, Synergy_Loewe=-8.76, Synergy_HSA=-1.02. (4) Drug 1: C1CCC(C1)C(CC#N)N2C=C(C=N2)C3=C4C=CNC4=NC=N3. Drug 2: COCCOC1=C(C=C2C(=C1)C(=NC=N2)NC3=CC=CC(=C3)C#C)OCCOC.Cl. Cell line: HT29. Synergy scores: CSS=-8.03, Synergy_ZIP=4.61, Synergy_Bliss=-0.255, Synergy_Loewe=-6.24, Synergy_HSA=-5.82. (5) Drug 2: C1CCC(C(C1)N)N.C(=O)(C(=O)[O-])[O-].[Pt+4]. Cell line: UACC-257. Synergy scores: CSS=1.18, Synergy_ZIP=-6.36, Synergy_Bliss=-12.7, Synergy_Loewe=-16.0, Synergy_HSA=-9.87. Drug 1: C1CNP(=O)(OC1)N(CCCl)CCCl.